From a dataset of Forward reaction prediction with 1.9M reactions from USPTO patents (1976-2016). Predict the product of the given reaction. (1) Given the reactants [Cl:1][C:2]1[CH:7]=[CH:6][C:5]([C:8]2[N:9]([CH2:14][C@H:15]([OH:20])[C:16]([F:19])([F:18])[F:17])[C:10](=[O:13])[NH:11][N:12]=2)=[CH:4][CH:3]=1.C(=O)([O-])[O-].[Cs+].[Cs+].Cl.[Br:28][C:29]1[CH:30]=[N:31][CH:32]=[C:33]([CH2:35]Cl)[CH:34]=1.O, predict the reaction product. The product is: [Br:28][C:29]1[CH:34]=[C:33]([CH2:35][N:11]2[C:10](=[O:13])[N:9]([CH2:14][C@H:15]([OH:20])[C:16]([F:18])([F:19])[F:17])[C:8]([C:5]3[CH:6]=[CH:7][C:2]([Cl:1])=[CH:3][CH:4]=3)=[N:12]2)[CH:32]=[N:31][CH:30]=1. (2) The product is: [I-:15].[CH2:16]([N+:8]1[C:9]2[C:5](=[CH:4][C:3]([O:2][CH3:1])=[CH:11][CH:10]=2)[C:6]([CH3:14])([CH3:13])[C:7]=1[CH3:12])[CH3:17]. Given the reactants [CH3:1][O:2][C:3]1[CH:4]=[C:5]2[C:9](=[CH:10][CH:11]=1)[N:8]=[C:7]([CH3:12])[C:6]2([CH3:14])[CH3:13].[I:15][CH2:16][CH3:17], predict the reaction product.